Dataset: Forward reaction prediction with 1.9M reactions from USPTO patents (1976-2016). Task: Predict the product of the given reaction. (1) Given the reactants [CH:1]1([CH2:7][CH2:8][CH2:9][C@@H:10]([C:19]2[O:23][N:22]=[C:21]([CH2:24]OS(C3C=CC(C)=CC=3)(=O)=O)[N:20]=2)[CH2:11][C:12]([O:14][C:15]([CH3:18])([CH3:17])[CH3:16])=[O:13])[CH2:6][CH2:5][CH2:4][CH2:3][CH2:2]1.[CH2:36]([CH2:38][NH2:39])[OH:37], predict the reaction product. The product is: [CH:1]1([CH2:7][CH2:8][CH2:9][C@@H:10]([C:19]2[O:23][N:22]=[C:21]([CH2:24][NH:39][CH2:38][CH2:36][OH:37])[N:20]=2)[CH2:11][C:12]([O:14][C:15]([CH3:17])([CH3:16])[CH3:18])=[O:13])[CH2:6][CH2:5][CH2:4][CH2:3][CH2:2]1. (2) Given the reactants FC(F)(F)C(O)=O.[CH3:8][S:9]([C:12]1[CH:33]=[CH:32][C:15]([O:16][C:17]2[N:22]=[CH:21][N:20]=[C:19]3[N:23]([CH:26]4[CH2:31][CH2:30][NH:29][CH2:28][CH2:27]4)[N:24]=[CH:25][C:18]=23)=[CH:14][CH:13]=1)(=[O:11])=[O:10].[CH:34]([C:37]1[CH:44]=[CH:43][C:40]([CH:41]=O)=[CH:39][CH:38]=1)([CH3:36])[CH3:35].C(N(CC)CC)C.C(O[BH-](OC(=O)C)OC(=O)C)(=O)C.[Na+], predict the reaction product. The product is: [CH:34]([C:37]1[CH:44]=[CH:43][C:40]([CH2:41][N:29]2[CH2:28][CH2:27][CH:26]([N:23]3[C:19]4=[N:20][CH:21]=[N:22][C:17]([O:16][C:15]5[CH:14]=[CH:13][C:12]([S:9]([CH3:8])(=[O:11])=[O:10])=[CH:33][CH:32]=5)=[C:18]4[CH:25]=[N:24]3)[CH2:31][CH2:30]2)=[CH:39][CH:38]=1)([CH3:36])[CH3:35]. (3) Given the reactants [Cl:1][C:2]1[C:14](I)=[CH:13][C:5]2[NH:6][C:7]([C:9]([F:12])([F:11])[F:10])=[N:8][C:4]=2[CH:3]=1.[Cl:16][C:17]1[CH:22]=[CH:21][C:20](B(O)O)=[CH:19][CH:18]=1.C(=O)([O-])[O-].[Na+].[Na+].O1CCOCC1, predict the reaction product. The product is: [Cl:1][C:2]1[C:14]([C:20]2[CH:21]=[CH:22][C:17]([Cl:16])=[CH:18][CH:19]=2)=[CH:13][C:5]2[NH:6][C:7]([C:9]([F:12])([F:11])[F:10])=[N:8][C:4]=2[CH:3]=1. (4) Given the reactants Cl.Cl.[F:3][C:4]1[CH:5]=[CH:6][C:7]2[N:11]=[C:10]([C@@H:12]([NH2:14])[CH3:13])[N:9]([C:15]3[CH:20]=[CH:19][CH:18]=[CH:17][CH:16]=3)[C:8]=2[CH:21]=1.Cl[C:23]1[C:28]2=[N:29][CH:30]=[CH:31][N:27]2[N:26]=[CH:25][N:24]=1.C(N(C(C)C)CC)(C)C, predict the reaction product. The product is: [F:3][C:4]1[CH:5]=[CH:6][C:7]2[N:11]=[C:10]([C@@H:12]([NH:14][C:23]3[C:28]4=[N:29][CH:30]=[CH:31][N:27]4[N:26]=[CH:25][N:24]=3)[CH3:13])[N:9]([C:15]3[CH:16]=[CH:17][CH:18]=[CH:19][CH:20]=3)[C:8]=2[CH:21]=1. (5) Given the reactants [C:1]([NH:5][NH:6][C:7](=[O:12])[CH:8]=[CH:9]OC)([CH3:4])([CH3:3])[CH3:2].[OH-].[Na+], predict the reaction product. The product is: [CH3:2][C:1]([N:5]1[CH:9]=[CH:8][C:7]([OH:12])=[N:6]1)([CH3:4])[CH3:3]. (6) Given the reactants [C:1]([C:4]1[C:5]([O:25][CH3:26])=[C:6]([CH:12]2[CH2:17][CH2:16][N:15]([C:18]([O:20][C:21]([CH3:24])([CH3:23])[CH3:22])=[O:19])[CH2:14][CH2:13]2)[C:7]([CH3:11])=[C:8]([Cl:10])[CH:9]=1)(=[O:3])[CH3:2].[BH4-].[Na+], predict the reaction product. The product is: [Cl:10][C:8]1[C:7]([CH3:11])=[C:6]([CH:12]2[CH2:13][CH2:14][N:15]([C:18]([O:20][C:21]([CH3:24])([CH3:23])[CH3:22])=[O:19])[CH2:16][CH2:17]2)[C:5]([O:25][CH3:26])=[C:4]([CH:1]([OH:3])[CH3:2])[CH:9]=1.